This data is from Forward reaction prediction with 1.9M reactions from USPTO patents (1976-2016). The task is: Predict the product of the given reaction. (1) Given the reactants Br[C:2]1[CH:3]=[C:4]([N:8]2[C:16]3[C:11](=[CH:12][CH:13]=[C:14]([F:17])[CH:15]=3)[C:10]([C:18]([O:20][CH3:21])=[O:19])=[N:9]2)[CH:5]=[CH:6][CH:7]=1.[C:22]([C@:24]1([OH:32])[CH2:29][CH2:28][CH2:27][N:26]([CH3:30])[C:25]1=[O:31])#[CH:23], predict the reaction product. The product is: [F:17][C:14]1[CH:15]=[C:16]2[C:11]([C:10]([C:18]([O:20][CH3:21])=[O:19])=[N:9][N:8]2[C:4]2[CH:5]=[CH:6][CH:7]=[C:2]([C:23]#[C:22][C@:24]3([OH:32])[CH2:29][CH2:28][CH2:27][N:26]([CH3:30])[C:25]3=[O:31])[CH:3]=2)=[CH:12][CH:13]=1. (2) Given the reactants C([C:3]1[Se:7][CH:6]=[CH:5][CH:4]=1)=O.[CH:8](OC)([O:11][CH3:12])[O:9][CH3:10].[NH4+].[Cl-], predict the reaction product. The product is: [CH3:10][O:9][CH:8]([O:11][CH3:12])[C:6]1[Se:7][CH:3]=[CH:4][CH:5]=1. (3) Given the reactants [Cl:1][C:2]1[CH:7]=[CH:6][C:5]([C:8]2([CH3:36])[C:12]([C:14]3[CH:19]=[CH:18][C:17]([Cl:20])=[CH:16][CH:15]=3)([CH3:13])[NH:11][C:10]([C:21]3[CH:26]=[CH:25][C:24]([C:27]([CH3:32])([CH3:31])[C:28](=[O:30])[CH3:29])=[CH:23][C:22]=3[O:33][CH2:34][CH3:35])=[N:9]2)=[CH:4][CH:3]=1.[C:37](Cl)([Cl:39])=[O:38], predict the reaction product. The product is: [Cl:1][C:2]1[CH:7]=[CH:6][C:5]([C:8]2([CH3:36])[C:12]([C:14]3[CH:15]=[CH:16][C:17]([Cl:20])=[CH:18][CH:19]=3)([CH3:13])[N:11]([C:37]([Cl:39])=[O:38])[C:10]([C:21]3[CH:26]=[CH:25][C:24]([C:27]([CH3:32])([CH3:31])[C:28](=[O:30])[CH3:29])=[CH:23][C:22]=3[O:33][CH2:34][CH3:35])=[N:9]2)=[CH:4][CH:3]=1. (4) The product is: [N+:23]([C:20]1[N:21]=[CH:22][C:17]([N:3]2[CH2:4][CH:5]3[N:8]([C:9]([O:11][C:12]([CH3:15])([CH3:14])[CH3:13])=[O:10])[CH:1]([CH2:7][CH2:6]3)[CH2:2]2)=[CH:18][CH:19]=1)([O-:25])=[O:24]. Given the reactants [CH:1]12[N:8]([C:9]([O:11][C:12]([CH3:15])([CH3:14])[CH3:13])=[O:10])[CH:5]([CH2:6][CH2:7]1)[CH2:4][NH:3][CH2:2]2.Br[C:17]1[CH:18]=[CH:19][C:20]([N+:23]([O-:25])=[O:24])=[N:21][CH:22]=1.C(N(CC)CC)C, predict the reaction product. (5) Given the reactants C([O:3][C:4](=[O:36])[CH2:5][C:6]1[CH:11]=[CH:10][C:9]([C:12]2[CH:17]=[CH:16][C:15]([C:18]3[O:22][N:21]=[C:20]([CH3:23])[C:19]=3[NH:24][C:25]([O:27][C@@H:28]([C:30]3[CH:35]=[CH:34][CH:33]=[CH:32][CH:31]=3)[CH3:29])=[O:26])=[CH:14][CH:13]=2)=[CH:8][CH:7]=1)C.CO.[OH-].[Li+], predict the reaction product. The product is: [CH3:23][C:20]1[C:19]([NH:24][C:25]([O:27][C@@H:28]([C:30]2[CH:31]=[CH:32][CH:33]=[CH:34][CH:35]=2)[CH3:29])=[O:26])=[C:18]([C:15]2[CH:16]=[CH:17][C:12]([C:9]3[CH:8]=[CH:7][C:6]([CH2:5][C:4]([OH:36])=[O:3])=[CH:11][CH:10]=3)=[CH:13][CH:14]=2)[O:22][N:21]=1.